From a dataset of Forward reaction prediction with 1.9M reactions from USPTO patents (1976-2016). Predict the product of the given reaction. (1) Given the reactants [H-].[Na+].[F:3][C:4]1[CH:5]=[C:6]([OH:10])[CH:7]=[CH:8][CH:9]=1.[C:11]1([C:20]2[C:15](=[CH:16][CH:17]=[CH:18][CH:19]=2)[CH2:14][O:13]1)=[O:12].Cl, predict the reaction product. The product is: [F:3][C:4]1[CH:5]=[C:6]([CH:7]=[CH:8][CH:9]=1)[O:10][CH2:14][C:15]1[CH:16]=[CH:17][CH:18]=[CH:19][C:20]=1[C:11]([OH:13])=[O:12]. (2) Given the reactants [C:1]([C:3]1[CH:4]=[C:5]([S:10](Cl)(=[O:12])=[O:11])[CH:6]=[CH:7][C:8]=1[F:9])#[N:2].[NH2:14][C:15]1[S:16][CH:17]=[N:18][N:19]=1.N1C=CC=CC=1, predict the reaction product. The product is: [C:1]([C:3]1[CH:4]=[C:5]([S:10]([NH:14][C:15]2[S:16][CH:17]=[N:18][N:19]=2)(=[O:12])=[O:11])[CH:6]=[CH:7][C:8]=1[F:9])#[N:2]. (3) Given the reactants [CH3:1][NH:2][C:3]1[CH:8]=[CH:7][N:6]=[C:5]([NH2:9])[CH:4]=1.Br[CH2:11][C:12]([C:14]1[CH:15]=[C:16]([CH3:20])[CH:17]=[CH:18][CH:19]=1)=O, predict the reaction product. The product is: [CH3:1][NH:2][C:3]1[CH:8]=[CH:7][N:6]2[CH:11]=[C:12]([C:14]3[CH:15]=[C:16]([CH3:20])[CH:17]=[CH:18][CH:19]=3)[N:9]=[C:5]2[CH:4]=1. (4) Given the reactants [Cl:1][CH2:2][C:3]1[N:7]([C:8]2[CH:13]=[CH:12][C:11]([C:14]([NH:16][CH2:17][CH3:18])=[O:15])=[CH:10][CH:9]=2)[N:6]=[N:5][C:4]=1[C:19]([OH:21])=O.C1C=C[C:25]2N(O)N=[N:28][C:26]=2[CH:27]=1.C1(N)CC1.CCN=C=NCCCN(C)C, predict the reaction product. The product is: [Cl:1][CH2:2][C:3]1[N:7]([C:8]2[CH:9]=[CH:10][C:11]([C:14]([NH:16][CH2:17][CH3:18])=[O:15])=[CH:12][CH:13]=2)[N:6]=[N:5][C:4]=1[C:19]([NH:28][CH:26]1[CH2:27][CH2:25]1)=[O:21]. (5) Given the reactants [OH-].[Na+].[CH3:3][C:4]1[CH:14]=[CH:13][C:7]([CH:8]=[CH:9][C:10]([OH:12])=[O:11])=[CH:6][CH:5]=1.[Cl-].[Zn+2:16].[Cl-], predict the reaction product. The product is: [CH3:3][C:4]1[CH:14]=[CH:13][C:7]([CH:8]=[CH:9][C:10]([O-:12])=[O:11])=[CH:6][CH:5]=1.[Zn+2:16].[CH3:3][C:4]1[CH:14]=[CH:13][C:7]([CH:8]=[CH:9][C:10]([O-:12])=[O:11])=[CH:6][CH:5]=1. (6) Given the reactants [N+]([O-])(O)=[O:2].[Br:5][C:6]1[CH:11]=[C:10]([CH3:12])[C:9]([Br:13])=[CH:8][C:7]=1[CH3:14].[OH2:15], predict the reaction product. The product is: [Br:5][C:6]1[CH:11]=[C:10]([CH3:12])[C:9]([Br:13])=[CH:8][C:7]=1[C:14]([OH:2])=[O:15]. (7) Given the reactants O.[BH4-].[Na+].Cl[CH2:5][C:6]([C:8]1[CH:9]=[N:10][C:11]([N:14]2[C:18]([CH3:19])=[CH:17][CH:16]=[C:15]2[CH3:20])=[CH:12][CH:13]=1)=[O:7], predict the reaction product. The product is: [CH3:20][C:15]1[N:14]([C:11]2[CH:12]=[CH:13][C:8]([CH:6]3[CH2:5][O:7]3)=[CH:9][N:10]=2)[C:18]([CH3:19])=[CH:17][CH:16]=1. (8) Given the reactants C[Si](C)(C)N[Si](C)(C)C.[Li].C(O[C:14](=[O:25])[C:15]1[CH:20]=[C:19]([O:21][CH3:22])[CH:18]=[C:17]([O:23][CH3:24])[CH:16]=1)C.[CH3:26][C:27]([C:29]1[CH:30]=[CH:31][C:32]([OH:36])=[CH:33][C:34]=1[OH:35])=[O:28], predict the reaction product. The product is: [CH3:22][O:21][C:19]1[CH:20]=[C:15]([C:14](=[O:25])[CH2:26][C:27]([C:29]2[CH:30]=[CH:31][C:32]([OH:36])=[CH:33][C:34]=2[OH:35])=[O:28])[CH:16]=[C:17]([O:23][CH3:24])[CH:18]=1. (9) Given the reactants [NH:1]1[CH2:6][CH2:5][C:4]2([O:11][C:10]3[C:12]4[C:17]([C:18](=[O:21])[C:19](=[O:20])[C:9]=3[S:8][CH2:7]2)=[CH:16][CH:15]=[CH:14][CH:13]=4)[CH2:3][CH2:2]1.Br[CH2:23]/[CH:24]=[CH:25]/[C:26]1[CH:31]=[CH:30][CH:29]=[CH:28][CH:27]=1, predict the reaction product. The product is: [C:26]1(/[CH:25]=[CH:24]/[CH2:23][N:1]2[CH2:2][CH2:3][C:4]3([O:11][C:10]4[C:12]5[C:17]([C:18](=[O:21])[C:19](=[O:20])[C:9]=4[S:8][CH2:7]3)=[CH:16][CH:15]=[CH:14][CH:13]=5)[CH2:5][CH2:6]2)[CH:31]=[CH:30][CH:29]=[CH:28][CH:27]=1.